Dataset: Peptide-MHC class II binding affinity with 134,281 pairs from IEDB. Task: Regression. Given a peptide amino acid sequence and an MHC pseudo amino acid sequence, predict their binding affinity value. This is MHC class II binding data. The peptide sequence is RCRTCVYNMMGKREK. The MHC is DRB1_1101 with pseudo-sequence DRB1_1101. The binding affinity (normalized) is 0.787.